Dataset: Full USPTO retrosynthesis dataset with 1.9M reactions from patents (1976-2016). Task: Predict the reactants needed to synthesize the given product. (1) Given the product [NH2:1][C:4]1[CH:12]=[CH:11][CH:10]=[C:6]([C:7]([OH:9])=[O:8])[C:5]=1[C:13]([OH:15])=[O:14], predict the reactants needed to synthesize it. The reactants are: [N+:1]([C:4]1[CH:12]=[CH:11][CH:10]=[C:6]([C:7]([OH:9])=[O:8])[C:5]=1[C:13]([OH:15])=[O:14])([O-])=O.[H][H]. (2) Given the product [C:24]1([N:17]([C:18]2[CH:23]=[CH:22][CH:21]=[CH:20][CH:19]=2)[CH2:16][C:15]([N:14]([CH3:31])[C@@H:11]2[CH2:12][CH2:13][NH:9][CH2:10]2)=[O:30])[CH:29]=[CH:28][CH:27]=[CH:26][CH:25]=1, predict the reactants needed to synthesize it. The reactants are: C([N:9]1[CH2:13][CH2:12][C@@H:11]([N:14]([CH3:31])[C:15](=[O:30])[CH2:16][N:17]([C:24]2[CH:29]=[CH:28][CH:27]=[CH:26][CH:25]=2)[C:18]2[CH:23]=[CH:22][CH:21]=[CH:20][CH:19]=2)[CH2:10]1)(=O)C1C=CC=CC=1.